Predict the product of the given reaction. From a dataset of Forward reaction prediction with 1.9M reactions from USPTO patents (1976-2016). (1) Given the reactants [C:1]1([CH2:7][N:8]2[CH2:13][CH2:12][O:11][CH:10]([C:14]([OH:16])=O)[CH2:9]2)[CH:6]=[CH:5][CH:4]=[CH:3][CH:2]=1.C(Cl)(=O)C(Cl)=O.[NH2:23][C@@H:24]1[CH2:29][CH2:28][CH2:27][CH2:26][C@H:25]1[OH:30].C(N(CC)CC)C, predict the reaction product. The product is: [OH:30][C@@H:25]1[CH2:26][CH2:27][CH2:28][CH2:29][C@H:24]1[NH:23][C:14]([CH:10]1[O:11][CH2:12][CH2:13][N:8]([CH2:7][C:1]2[CH:2]=[CH:3][CH:4]=[CH:5][CH:6]=2)[CH2:9]1)=[O:16]. (2) Given the reactants Cl.[NH2:2][CH2:3][C:4]1[CH:12]=[CH:11][CH:10]=[C:9]2[C:5]=1[C:6](=[O:22])[N:7]([CH:14]1[CH2:19][CH2:18][C:17](=[O:20])[NH:16][C:15]1=[O:21])[C:8]2=[O:13].[CH:23]1([C:26](Cl)=[O:27])[CH2:25][CH2:24]1.C(N(C(C)C)CC)(C)C, predict the reaction product. The product is: [CH:23]1([C:26]([NH:2][CH2:3][C:4]2[CH:12]=[CH:11][CH:10]=[C:9]3[C:5]=2[C:6](=[O:22])[N:7]([CH:14]2[CH2:19][CH2:18][C:17](=[O:20])[NH:16][C:15]2=[O:21])[C:8]3=[O:13])=[O:27])[CH2:25][CH2:24]1. (3) Given the reactants [C:1]1([C:7]([C:25]2[CH:30]=[CH:29][CH:28]=[CH:27][CH:26]=2)=[CH:8][CH2:9][N:10]2[CH2:15][CH2:14][N:13]([C:16]3[CH:21]=[CH:20][C:19]([C:22](=[NH:24])[NH2:23])=[CH:18][CH:17]=3)[CH2:12][CH2:11]2)[CH:6]=[CH:5][CH:4]=[CH:3][CH:2]=1.C(N(C(C)C)CC)(C)C.[Cl:40][C:41]1[CH:46]=[CH:45][C:44]([S:47](Cl)(=[O:49])=[O:48])=[CH:43][C:42]=1[N+:51]([O-:53])=[O:52], predict the reaction product. The product is: [Cl:40][C:41]1[CH:46]=[CH:45][C:44]([S:47]([NH:24][C:22]([C:19]2[CH:20]=[CH:21][C:16]([N:13]3[CH2:14][CH2:15][N:10]([CH2:9][CH:8]=[C:7]([C:1]4[CH:2]=[CH:3][CH:4]=[CH:5][CH:6]=4)[C:25]4[CH:30]=[CH:29][CH:28]=[CH:27][CH:26]=4)[CH2:11][CH2:12]3)=[CH:17][CH:18]=2)=[NH:23])(=[O:49])=[O:48])=[CH:43][C:42]=1[N+:51]([O-:53])=[O:52]. (4) The product is: [N+:13]([C:10]1[CH:9]=[C:6]2[C:5](=[CH:12][CH:11]=1)[NH:3][N:2]=[C:7]2[NH2:8])([O-:16])=[O:1]. Given the reactants [OH2:1].[NH2:2][NH2:3].Cl[C:5]1[CH:12]=[CH:11][C:10]([N+:13]([O-])=O)=[CH:9][C:6]=1[C:7]#[N:8].[OH2:16], predict the reaction product. (5) Given the reactants Cl[C:2]1[N:3]=[N:4][C:5]([C:8]2[CH:9]=[N:10][N:11]([CH3:13])[CH:12]=2)=[CH:6][CH:7]=1.O.[NH2:15][NH2:16], predict the reaction product. The product is: [CH3:13][N:11]1[CH:12]=[C:8]([C:5]2[N:4]=[N:3][C:2]([NH:15][NH2:16])=[CH:7][CH:6]=2)[CH:9]=[N:10]1. (6) Given the reactants C[C:2]1(C)[O:7][C:6](=[O:8])[CH2:5][C:4](=[O:9])O1.CO.C1C=CC2N(O)N=NC=2C=1.CCN=C=NCCCN(C)C.Cl.C(N(CC)C(C)C)(C)C.O[N:45]=[C:46]([NH2:53])[C:47]1[CH:52]=[CH:51][CH:50]=[CH:49][CH:48]=1, predict the reaction product. The product is: [C:47]1([C:46]2[N:53]=[C:4]([CH2:5][C:6]([O:7][CH3:2])=[O:8])[O:9][N:45]=2)[CH:52]=[CH:51][CH:50]=[CH:49][CH:48]=1. (7) Given the reactants F[C:2]1[N:7]2[CH:8]=[C:9]([CH2:11][N:12]([CH3:23])[C@@H:13]3[C:22]4[N:21]=[CH:20][CH:19]=[CH:18][C:17]=4[CH2:16][CH2:15][CH2:14]3)[N:10]=[C:6]2[CH:5]=[CH:4][CH:3]=1.[N:24]1([CH2:30][CH2:31][OH:32])[CH2:29][CH2:28][CH2:27][CH2:26][CH2:25]1, predict the reaction product. The product is: [CH3:23][N:12]([CH2:11][C:9]1[N:10]=[C:6]2[CH:5]=[CH:4][CH:3]=[C:2]([O:32][CH2:31][CH2:30][N:24]3[CH2:29][CH2:28][CH2:27][CH2:26][CH2:25]3)[N:7]2[CH:8]=1)[C@@H:13]1[C:22]2[N:21]=[CH:20][CH:19]=[CH:18][C:17]=2[CH2:16][CH2:15][CH2:14]1.